Predict the reactants needed to synthesize the given product. From a dataset of Full USPTO retrosynthesis dataset with 1.9M reactions from patents (1976-2016). (1) Given the product [CH:1]1([CH:6]([C:22](=[O:23])[C:21]2[CH:26]=[C:27]([O:29][CH3:30])[CH:28]=[C:19]([O:18][CH3:17])[CH:20]=2)[C:7]#[N:8])[CH2:5][CH2:4][CH2:3][CH2:2]1, predict the reactants needed to synthesize it. The reactants are: [CH:1]1([CH2:6][C:7]#[N:8])[CH2:5][CH2:4][CH2:3][CH2:2]1.[K].C1(C)C=CC=CC=1.[CH3:17][O:18][C:19]1[CH:20]=[C:21]([CH:26]=[C:27]([O:29][CH3:30])[CH:28]=1)[C:22](OC)=[O:23].Cl. (2) The reactants are: [OH-:1].[K+].[NH2:3]O.Cl.[CH3:6][N:7]1[CH:11]=[CH:10][C:9]([N:12]([C:24]2[CH:29]=[CH:28][CH:27]=[CH:26][N:25]=2)[CH2:13][CH2:14][CH2:15][CH2:16][CH2:17][CH2:18][C:19](OCC)=[O:20])=[N:8]1. Given the product [NH2:3][OH:1].[OH:1][NH:3][C:19](=[O:20])[CH2:18][CH2:17][CH2:16][CH2:15][CH2:14][CH2:13][N:12]([C:9]1[CH:10]=[CH:11][N:7]([CH3:6])[N:8]=1)[C:24]1[CH:29]=[CH:28][CH:27]=[CH:26][N:25]=1, predict the reactants needed to synthesize it.